This data is from Reaction yield outcomes from USPTO patents with 853,638 reactions. The task is: Predict the reaction yield, written as a fraction of the theoretical maximum amount of product (1.0 means a 100% yield; for example, 0.34 means a 34% yield). The reactants are [CH3:1][O:2][C:3]1[CH:8]=[C:7]([O:9][CH3:10])[CH:6]=[CH:5][C:4]=1[CH2:11][CH2:12][CH2:13][CH2:14][N:15]=[N+]=[N-].[H-].[H-].[H-].[H-].[Li+].[Al+3]. The catalyst is C1COCC1. The product is [CH3:1][O:2][C:3]1[CH:8]=[C:7]([O:9][CH3:10])[CH:6]=[CH:5][C:4]=1[CH2:11][CH2:12][CH2:13][CH2:14][NH2:15]. The yield is 0.640.